Dataset: Full USPTO retrosynthesis dataset with 1.9M reactions from patents (1976-2016). Task: Predict the reactants needed to synthesize the given product. (1) Given the product [Cl:28][C:10]1[C:11]2[C:6](=[CH:5][C:4]([C:13]3[CH:14]=[CH:15][C:16]([O:19][CH3:20])=[CH:17][CH:18]=3)=[CH:3][C:2]=2[F:1])[CH:7]=[CH:8][C:9]=1[OH:12], predict the reactants needed to synthesize it. The reactants are: [F:1][C:2]1[CH:3]=[C:4]([C:13]2[CH:18]=[CH:17][C:16]([O:19][CH3:20])=[CH:15][CH:14]=2)[CH:5]=[C:6]2[C:11]=1[CH:10]=[C:9]([OH:12])[CH:8]=[CH:7]2.C1C(=O)N([Cl:28])C(=O)C1. (2) Given the product [CH2:1]([O:3][C:4](=[O:13])[C:5]1[CH2:9][CH2:10][C:11]([NH2:12])=[N:8][C:6]=1[NH2:7])[CH3:2], predict the reactants needed to synthesize it. The reactants are: [CH2:1]([O:3][C:4](=[O:13])[C:5]([CH2:9][CH2:10][C:11]#[N:12])=[C:6]([NH2:8])[NH2:7])[CH3:2].[H-].[Na+]. (3) Given the product [OH:1][CH2:2][C@H:3]1[N:8]([C:9]([O:11][CH2:12][C:13]2[CH:18]=[CH:17][CH:16]=[CH:15][CH:14]=2)=[O:10])[CH2:7][C@@H:6]([C:19]([O:21][CH3:22])=[O:20])[CH2:5][CH2:4]1, predict the reactants needed to synthesize it. The reactants are: [OH:1][CH2:2][C@@H:3]1[N:8]([C:9]([O:11][CH2:12][C:13]2[CH:18]=[CH:17][CH:16]=[CH:15][CH:14]=2)=[O:10])[CH2:7][C@@H:6]([C:19]([O:21][CH3:22])=[O:20])[CH2:5][CH2:4]1.C(=O)=O. (4) The reactants are: [N:1]([CH2:4][C@@H:5]1[CH2:10][NH:9][C:8]2[CH:11]=[CH:12][CH:13]=[C:14](Br)[C:7]=2[O:6]1)=[N+:2]=[N-:3].[F:16][C:17]1[CH:22]=[CH:21][CH:20]=[CH:19][C:18]=1B(O)O. Given the product [N:1]([CH2:4][C@@H:5]1[CH2:10][NH:9][C:8]2[CH:11]=[CH:12][CH:13]=[C:14]([C:18]3[CH:19]=[CH:20][CH:21]=[CH:22][C:17]=3[F:16])[C:7]=2[O:6]1)=[N+:2]=[N-:3], predict the reactants needed to synthesize it. (5) The reactants are: C(OC([N:8](CC1C=CC(OC)=CC=1)[C:9]1[CH:14]=[C:13]([CH2:15][C@H:16]2[C:19](=[O:20])[N:18]([C:21](=[O:31])[NH:22][C@@H:23]([CH:25]3[CH2:30][CH2:29][CH2:28][CH2:27][CH2:26]3)[CH3:24])[C@@H:17]2[C:32]([OH:34])=[O:33])[CH:12]=[CH:11][N:10]=1)=O)(C)(C)C.[C:44]([OH:50])([C:46]([F:49])([F:48])[F:47])=[O:45]. Given the product [F:47][C:46]([F:49])([F:48])[C:44]([OH:50])=[O:45].[NH2:8][C:9]1[CH:14]=[C:13]([CH2:15][C@H:16]2[C:19](=[O:20])[N:18]([C:21](=[O:31])[NH:22][C@@H:23]([CH:25]3[CH2:26][CH2:27][CH2:28][CH2:29][CH2:30]3)[CH3:24])[C@@H:17]2[C:32]([OH:34])=[O:33])[CH:12]=[CH:11][N:10]=1, predict the reactants needed to synthesize it.